This data is from Full USPTO retrosynthesis dataset with 1.9M reactions from patents (1976-2016). The task is: Predict the reactants needed to synthesize the given product. (1) The reactants are: [CH3:1][C:2]1[O:8][C:7]([CH3:9])=[CH:6][C:4](=[O:5])[CH:3]=1. Given the product [CH3:9][C@@H:7]1[CH2:6][C:4](=[O:5])[CH2:3][C@H:2]([CH3:1])[O:8]1, predict the reactants needed to synthesize it. (2) Given the product [ClH:40].[O:1]1[C:6]2[CH:7]=[CH:8][C:9]([CH2:11][NH:12][CH:20]3[CH2:21][CH2:22][N:23]([CH2:26][CH2:27][N:28]4[C:37]5[C:32](=[CH:33][CH:34]=[CH:35][C:36]=5[CH3:38])[CH:31]=[CH:30][C:29]4=[O:39])[CH2:24][CH2:25]3)=[CH:10][C:5]=2[O:4][CH2:3][CH2:2]1, predict the reactants needed to synthesize it. The reactants are: [O:1]1[C:6]2[CH:7]=[CH:8][C:9]([CH2:11][N:12]([CH:20]3[CH2:25][CH2:24][N:23]([CH2:26][CH2:27][N:28]4[C:37]5[C:32](=[CH:33][CH:34]=[CH:35][C:36]=5[CH3:38])[CH:31]=[CH:30][C:29]4=[O:39])[CH2:22][CH2:21]3)C(=O)OC(C)(C)C)=[CH:10][C:5]=2[O:4][CH2:3][CH2:2]1.[ClH:40].O1CCOCC1.